Dataset: Full USPTO retrosynthesis dataset with 1.9M reactions from patents (1976-2016). Task: Predict the reactants needed to synthesize the given product. (1) Given the product [CH3:26][O:25][C:24]1[CH:23]=[CH:22][C:21]([CH2:27][N:29]2[CH2:34][CH2:33][O:32][CH2:31][CH2:30]2)=[CH:20][C:19]=1[NH2:18], predict the reactants needed to synthesize it. The reactants are: COC1C=CC(CN2CCN(C)CC2)=CC=1N.[NH2:18][C:19]1[CH:20]=[C:21]([C:27]([N:29]2[CH2:34][CH2:33][O:32][CH2:31][CH2:30]2)=O)[CH:22]=[CH:23][C:24]=1[O:25][CH3:26]. (2) Given the product [I-:1].[NH:2]1[C:10]2[C:5](=[CH:6][CH:7]=[CH:8][CH:9]=2)[C:4]([CH2:11][P+:22]([C:23]2[CH:24]=[CH:25][CH:26]=[CH:27][CH:28]=2)([C:29]2[CH:34]=[CH:33][CH:32]=[CH:31][CH:30]=2)[C:16]2[CH:17]=[CH:18][CH:19]=[CH:20][CH:21]=2)=[N:3]1, predict the reactants needed to synthesize it. The reactants are: [I-:1].[NH:2]1[C:10]2[C:5](=[CH:6][CH:7]=[CH:8][CH:9]=2)[C:4]([CH2:11][N+](C)(C)C)=[N:3]1.[C:16]1([P:22]([C:29]2[CH:34]=[CH:33][CH:32]=[CH:31][CH:30]=2)[C:23]2[CH:28]=[CH:27][CH:26]=[CH:25][CH:24]=2)[CH:21]=[CH:20][CH:19]=[CH:18][CH:17]=1.C(OCC)C.